Dataset: Reaction yield outcomes from USPTO patents with 853,638 reactions. Task: Predict the reaction yield, written as a fraction of the theoretical maximum amount of product (1.0 means a 100% yield; for example, 0.34 means a 34% yield). (1) The reactants are [CH3:1][O:2][C:3]1[C:13]2[C:12]([C:14]3[CH:15]=[C:16]([CH:19]=[CH:20][CH:21]=3)[C:17]#[N:18])=[N:11][CH2:10][C:9](=[O:22])[NH:8][C:7]=2[CH:6]=[C:5]([O:23][CH3:24])[C:4]=1[C:25]1[CH:30]=[CH:29][CH:28]=[CH:27][CH:26]=1.CI.Br[CH2:34][C:35]1[CH:40]=[CH:39][CH:38]=[CH:37][CH:36]=1. No catalyst specified. The product is [CH2:34]([N:8]1[C:7]2[CH:6]=[C:5]([O:23][CH3:24])[C:4]([C:25]3[CH:30]=[CH:29][CH:28]=[CH:27][CH:26]=3)=[C:3]([O:2][CH3:1])[C:13]=2[C:12]([C:14]2[CH:15]=[C:16]([CH:19]=[CH:20][CH:21]=2)[C:17]#[N:18])=[N:11][CH2:10][C:9]1=[O:22])[C:35]1[CH:40]=[CH:39][CH:38]=[CH:37][CH:36]=1. The yield is -0.620. (2) The reactants are [O:1]=[C:2]1[C:10]2([CH2:14][O:13][C:12]3[CH:15]=[C:16]4[C:20](=[CH:21][C:11]2=3)[CH2:19][CH2:18][O:17]4)[C:9]2[C:4](=[CH:5][CH:6]=[CH:7][CH:8]=2)[N:3]1[CH2:22][C:23]1[O:27][C:26]([C:28]([OH:30])=O)=[CH:25][CH:24]=1.S(Cl)(Cl)=O.Cl.[CH3:36][NH:37][CH3:38].C(N(CC)CC)C. The catalyst is CN(C)C=O.C(Cl)(Cl)Cl.ClCCl. The product is [CH3:36][N:37]([CH3:38])[C:28]([C:26]1[O:27][C:23]([CH2:22][N:3]2[C:4]3[C:9](=[CH:8][CH:7]=[CH:6][CH:5]=3)[C:10]3([CH2:14][O:13][C:12]4[CH:15]=[C:16]5[C:20](=[CH:21][C:11]3=4)[CH2:19][CH2:18][O:17]5)[C:2]2=[O:1])=[CH:24][CH:25]=1)=[O:30]. The yield is 0.420. (3) The reactants are [Br:1][C:2]1[CH:11]=[CH:10][C:9]2[O:8][C@@H:7]3[CH2:12][C@H:13]([O:17][CH2:18][CH3:19])[O:14][C:15]([CH3:16])=[C:6]3[C:5](=[O:20])[C:4]=2[CH:3]=1.CC(C[AlH]CC(C)C)C. The catalyst is C1COCC1. The product is [Br:1][C:2]1[CH:11]=[CH:10][C:9]2[O:8][C@@H:7]3[CH2:12][CH:13]([O:17][CH2:18][CH3:19])[O:14][C@H:15]([CH3:16])[C@H:6]3[C:5](=[O:20])[C:4]=2[CH:3]=1. The yield is 0.360. (4) The reactants are C(N(CC)CC)C.[C:8]1([N:14]2[CH2:19][CH2:18][NH:17][CH2:16][CH2:15]2)[CH:13]=[CH:12][CH:11]=[CH:10][CH:9]=1.[CH3:20][O:21][C:22]1[CH:23]=[C:24]([C:30]2[O:31][C:32]3[CH:40]=[CH:39][C:38]([CH2:41][C:42](O)=[O:43])=[CH:37][C:33]=3[C:34]=2[S:35][CH3:36])[CH:25]=[CH:26][C:27]=1[O:28][CH3:29]. The catalyst is ClCCl. The product is [CH3:20][O:21][C:22]1[CH:23]=[C:24]([C:30]2[O:31][C:32]3[CH:40]=[CH:39][C:38]([CH2:41][C:42]([N:17]4[CH2:18][CH2:19][N:14]([C:8]5[CH:13]=[CH:12][CH:11]=[CH:10][CH:9]=5)[CH2:15][CH2:16]4)=[O:43])=[CH:37][C:33]=3[C:34]=2[S:35][CH3:36])[CH:25]=[CH:26][C:27]=1[O:28][CH3:29]. The yield is 0.957. (5) The reactants are [Cl:1][C:2]1[CH:9]=[C:6]([CH:7]=[O:8])[C:5]([OH:10])=[CH:4][CH:3]=1.C([O-])([O-])=O.[K+].[K+].[F:17][C:18]([F:29])([F:28])[O:19][C:20]1[CH:27]=[CH:26][C:23]([CH2:24]Br)=[CH:22][CH:21]=1. The yield is 0.530. The catalyst is CN(C=O)C.C([O-])(O)=O.[Na+]. The product is [Cl:1][C:2]1[CH:3]=[CH:4][C:5]([O:10][CH2:24][C:23]2[CH:26]=[CH:27][C:20]([O:19][C:18]([F:17])([F:28])[F:29])=[CH:21][CH:22]=2)=[C:6]([CH:9]=1)[CH:7]=[O:8]. (6) The reactants are [CH3:1][O:2][C:3]1[CH:4]=[C:5]2[C:10](=[CH:11][C:12]=1[O:13][CH3:14])[N:9]=[CH:8][CH:7]=[C:6]2[O:15][C:16]1[C:22]([CH3:23])=[CH:21][C:19]([NH2:20])=[C:18]([CH3:24])[CH:17]=1.C1(C)C=CC=CC=1.C(N(CC)CC)C.ClC(Cl)(O[C:43](=[O:49])[O:44][C:45](Cl)(Cl)Cl)Cl.[Cl:51][C:52]1[CH:57]=[CH:56][C:55]([S:58][CH2:59][CH2:60]CO)=[C:54]([CH3:63])[CH:53]=1. The catalyst is C(Cl)Cl. The product is [CH3:1][O:2][C:3]1[CH:4]=[C:5]2[C:10](=[CH:11][C:12]=1[O:13][CH3:14])[N:9]=[CH:8][CH:7]=[C:6]2[O:15][C:16]1[C:22]([CH3:23])=[CH:21][C:19]([NH:20][C:43](=[O:49])[O:44][CH2:45][CH2:60][CH2:59][S:58][C:55]2[CH:56]=[CH:57][C:52]([Cl:51])=[CH:53][C:54]=2[CH3:63])=[C:18]([CH3:24])[CH:17]=1. The yield is 0.490. (7) The reactants are Br[C:2]1[CH:3]=[C:4]([C:8]2[O:12][C:11]([NH:13][C:14]3[CH:19]=[C:18]([S:20]([CH2:23][CH3:24])(=[O:22])=[O:21])[CH:17]=[CH:16][C:15]=3[O:25][CH3:26])=[N:10][CH:9]=2)[CH:5]=[CH:6][CH:7]=1.[F:27][C:28]1[CH:29]=[C:30]([Sn](CCCC)(CCCC)CCCC)[CH:31]=[C:32]([F:34])[CH:33]=1. The catalyst is [Cl-].C([N+](CCCC)(CCCC)CCCC)CCC.C(#N)C.C(OCC)(=O)C. The product is [F:27][C:28]1[CH:29]=[C:30]([C:2]2[CH:7]=[CH:6][CH:5]=[C:4]([C:8]3[O:12][C:11]([NH:13][C:14]4[CH:19]=[C:18]([S:20]([CH2:23][CH3:24])(=[O:21])=[O:22])[CH:17]=[CH:16][C:15]=4[O:25][CH3:26])=[N:10][CH:9]=3)[CH:3]=2)[CH:31]=[C:32]([F:34])[CH:33]=1. The yield is 0.630.